From a dataset of Forward reaction prediction with 1.9M reactions from USPTO patents (1976-2016). Predict the product of the given reaction. Given the reactants [CH3:1][S:2][C:3]1[CH:8]=[C:7]([CH2:9][CH2:10][C:11]([O:13][C:14]([CH3:17])([CH3:16])[CH3:15])=[O:12])[CH:6]=[C:5]([C:18]2[S:19][C:20]3[CH:28]=[CH:27][CH:26]=[CH:25][C:21]=3[C:22](=[O:24])[N:23]=2)[N:4]=1.ClC1C=CC=C(C(OO)=[O:37])C=1, predict the reaction product. The product is: [CH3:1][S:2]([C:3]1[CH:8]=[C:7]([CH2:9][CH2:10][C:11]([O:13][C:14]([CH3:17])([CH3:16])[CH3:15])=[O:12])[CH:6]=[C:5]([C:18]2[S:19][C:20]3[CH:28]=[CH:27][CH:26]=[CH:25][C:21]=3[C:22](=[O:24])[N:23]=2)[N:4]=1)=[O:37].